Dataset: Full USPTO retrosynthesis dataset with 1.9M reactions from patents (1976-2016). Task: Predict the reactants needed to synthesize the given product. (1) Given the product [C:33]1(/[CH:32]=[CH:31]/[S:39]([NH:1][C:2]2[CH:7]=[CH:6][C:5]([N:8]3[CH2:13][CH2:12][NH:11][CH2:10][CH2:9]3)=[CH:4][C:3]=2[NH:21][S:22]([C:25]2[CH:30]=[CH:29][CH:28]=[CH:27][CH:26]=2)(=[O:24])=[O:23])(=[O:41])=[O:40])[CH:38]=[CH:37][CH:36]=[CH:35][CH:34]=1, predict the reactants needed to synthesize it. The reactants are: [NH2:1][C:2]1[CH:7]=[CH:6][C:5]([N:8]2[CH2:13][CH2:12][N:11](C(OC(C)(C)C)=O)[CH2:10][CH2:9]2)=[CH:4][C:3]=1[NH:21][S:22]([C:25]1[CH:30]=[CH:29][CH:28]=[CH:27][CH:26]=1)(=[O:24])=[O:23].[CH:31]([S:39](Cl)(=[O:41])=[O:40])=[CH:32][C:33]1[CH:38]=[CH:37][CH:36]=[CH:35][CH:34]=1. (2) Given the product [F:1][C@H:2]1[CH2:6][N:5]([S:7]([C:10]2[CH:15]=[CH:14][C:13]([F:16])=[CH:12][CH:11]=2)(=[O:9])=[O:8])[C@H:4]([C:17]([NH:19][CH2:20][C:21]2[CH:26]=[C:25]([C:56]3[CH:55]=[N:57][C:41]([C:44]([F:47])([F:46])[F:45])=[CH:42][CH:43]=3)[CH:24]=[CH:23][C:22]=2[F:36])=[O:18])[CH2:3]1, predict the reactants needed to synthesize it. The reactants are: [F:1][C@H:2]1[CH2:6][N:5]([S:7]([C:10]2[CH:15]=[CH:14][C:13]([F:16])=[CH:12][CH:11]=2)(=[O:9])=[O:8])[C@H:4]([C:17]([NH:19][CH2:20][C:21]2[CH:26]=[C:25](B3OC(C)(C)C(C)(C)O3)[CH:24]=[CH:23][C:22]=2[F:36])=[O:18])[CH2:3]1.BrC1[CH:43]=[CH:42][C:41]([C:44]([F:47])([F:46])[F:45])=CN=1.C(=O)([O-])[O-].[Cs+].[Cs+].O.[C:55](#[N:57])[CH3:56]. (3) Given the product [NH2:1][CH:2]1[CH:7]([CH2:8][CH3:9])[CH2:6][NH:5][CH2:4][C:3]1([CH2:18][CH3:19])[CH3:17], predict the reactants needed to synthesize it. The reactants are: [NH2:1][CH:2]1[CH:7]([CH2:8][CH3:9])[CH2:6][N:5](CC2C=CC=CC=2)[CH2:4][C:3]1([CH2:18][CH3:19])[CH3:17]. (4) Given the product [OH:22][C:23]([C:35]1[S:36][CH:37]=[CH:38][CH:39]=1)([C:40]1[S:41][CH:42]=[CH:43][CH:44]=1)[C:24]([O:26][C@H:27]1[CH2:28][CH2:29][C@H:30]([N:33]([CH2:17][CH2:16][C:15]([NH:14][C:11]2[CH:12]=[CH:13][C:8]([CH2:7][O:6][Si:5]([C:1]([CH3:4])([CH3:3])[CH3:2])([CH3:21])[CH3:20])=[CH:9][C:10]=2[F:19])=[O:18])[CH3:34])[CH2:31][CH2:32]1)=[O:25].[C:1]([Si:5]([CH3:21])([CH3:20])[O:6][CH2:7][C:8]1[CH:13]=[CH:12][C:11]([NH:14][C:15](=[O:18])[CH:16]=[CH2:17])=[C:10]([F:19])[CH:9]=1)([CH3:4])([CH3:3])[CH3:2].[OH:22][C:23]([C:35]1[S:36][CH:37]=[CH:38][CH:39]=1)([C:40]1[S:41][CH:42]=[CH:43][CH:44]=1)[C:24]([O:26][C@H:27]1[CH2:28][CH2:29][C@H:30]([NH:33][CH3:34])[CH2:31][CH2:32]1)=[O:25], predict the reactants needed to synthesize it. The reactants are: [C:1]([Si:5]([CH3:21])([CH3:20])[O:6][CH2:7][C:8]1[CH:13]=[CH:12][C:11]([NH:14][C:15](=[O:18])[CH:16]=[CH2:17])=[C:10]([F:19])[CH:9]=1)([CH3:4])([CH3:3])[CH3:2].[OH:22][C:23]([C:40]1[S:41][CH:42]=[CH:43][CH:44]=1)([C:35]1[S:36][CH:37]=[CH:38][CH:39]=1)[C:24]([O:26][C@H:27]1[CH2:32][CH2:31][C@H:30]([NH:33][CH3:34])[CH2:29][CH2:28]1)=[O:25].[Na]. (5) Given the product [NH2:1][CH2:4][CH:5]([S:10]([OH:13])(=[O:11])=[O:12])[CH2:6][C:7]([OH:9])=[O:8], predict the reactants needed to synthesize it. The reactants are: [N:1]([CH2:4][CH:5]([S:10]([OH:13])(=[O:12])=[O:11])[CH2:6][C:7]([OH:9])=[O:8])=[N+]=[N-].